This data is from Peptide-MHC class II binding affinity with 134,281 pairs from IEDB. The task is: Regression. Given a peptide amino acid sequence and an MHC pseudo amino acid sequence, predict their binding affinity value. This is MHC class II binding data. (1) The peptide sequence is VFLGSAHGIPKVPPG. The MHC is DRB1_0802 with pseudo-sequence DRB1_0802. The binding affinity (normalized) is 0.140. (2) The binding affinity (normalized) is 0.388. The MHC is DRB1_0404 with pseudo-sequence DRB1_0404. The peptide sequence is YDKWLANVSTVLTGK.